Dataset: Full USPTO retrosynthesis dataset with 1.9M reactions from patents (1976-2016). Task: Predict the reactants needed to synthesize the given product. (1) Given the product [Cl:40][C:41]1[C:42]([N:52]2[CH2:57][CH2:56][N:55]([C:11]([NH:10][S:7]([C:5]3[S:6][C:2]([Cl:1])=[CH:3][CH:4]=3)(=[O:9])=[O:8])=[O:12])[CH2:54][CH2:53]2)=[N:43][CH:44]=[C:45]([CH:51]=1)[C:46]([O:48][CH2:49][CH3:50])=[O:47], predict the reactants needed to synthesize it. The reactants are: [Cl:1][C:2]1[S:6][C:5]([S:7]([NH2:10])(=[O:9])=[O:8])=[CH:4][CH:3]=1.[C:11](ON1C(=O)CCC1=O)(ON1C(=O)CCC1=O)=[O:12].N12CCCN=C1CCCCC2.[Cl:40][C:41]1[C:42]([N:52]2[CH2:57][CH2:56][NH:55][CH2:54][CH2:53]2)=[N:43][CH:44]=[C:45]([CH:51]=1)[C:46]([O:48][CH2:49][CH3:50])=[O:47]. (2) Given the product [CH2:1]([O:8][C@H:9]1[CH2:13][CH2:12][CH2:11][C@@H:10]1[NH:14][CH2:16][CH2:15][CH2:21][S:18]([OH:20])(=[O:19])=[O:17])[C:2]1[CH:7]=[CH:6][CH:5]=[CH:4][CH:3]=1, predict the reactants needed to synthesize it. The reactants are: [CH2:1]([O:8][C@H:9]1[CH2:13][CH2:12][CH2:11][C@@H:10]1[NH2:14])[C:2]1[CH:7]=[CH:6][CH:5]=[CH:4][CH:3]=1.[CH2:15]1[CH2:21][S:18](=[O:20])(=[O:19])[O:17][CH2:16]1. (3) Given the product [C:1]([C:3]1[C@@H:8]([C:9]2[CH:14]=[CH:13][C:12]([C:15]#[N:16])=[CH:11][C:10]=2[S:17]([CH3:20])(=[O:19])=[O:18])[N:7]([C:21]([NH:48][CH:45]2[CH2:47][CH2:46]2)=[O:22])[C:6](=[O:33])[N:5]([C:34]2[CH:39]=[CH:38][CH:37]=[C:36]([C:40]([F:42])([F:43])[F:41])[CH:35]=2)[C:4]=1[CH3:44])#[N:2], predict the reactants needed to synthesize it. The reactants are: [C:1]([C:3]1[C@@H:8]([C:9]2[CH:14]=[CH:13][C:12]([C:15]#[N:16])=[CH:11][C:10]=2[S:17]([CH3:20])(=[O:19])=[O:18])[N:7]([C:21](OC2C=CC([N+]([O-])=O)=CC=2)=[O:22])[C:6](=[O:33])[N:5]([C:34]2[CH:39]=[CH:38][CH:37]=[C:36]([C:40]([F:43])([F:42])[F:41])[CH:35]=2)[C:4]=1[CH3:44])#[N:2].[CH:45]1([NH2:48])[CH2:47][CH2:46]1. (4) Given the product [ClH:28].[F:27][C:2]([F:1])([C:20]1[CH:21]=[CH:22][C:23]([CH3:26])=[CH:24][CH:25]=1)[CH2:3][N:4]1[CH2:5][CH2:6][CH:7]([NH:10][C:11]2[C:12]3[CH:19]=[CH:18][NH:17][C:13]=3[N:14]=[CH:15][N:16]=2)[CH2:8][CH2:9]1, predict the reactants needed to synthesize it. The reactants are: [F:1][C:2]([F:27])([C:20]1[CH:25]=[CH:24][C:23]([CH3:26])=[CH:22][CH:21]=1)[CH2:3][N:4]1[CH2:9][CH2:8][CH:7]([NH:10][C:11]2[C:12]3[CH:19]=[CH:18][NH:17][C:13]=3[N:14]=[CH:15][N:16]=2)[CH2:6][CH2:5]1.[ClH:28].CCOCC. (5) Given the product [C:13](=[O:14])([O:15][C:16]1[CH:17]=[CH:18][C:19]([N+:22]([O-:24])=[O:23])=[CH:20][CH:21]=1)[O:11][CH2:10][C:2]1[O:1][C:5]2[CH:6]=[CH:7][CH:8]=[CH:9][C:4]=2[CH:3]=1, predict the reactants needed to synthesize it. The reactants are: [O:1]1[C:5]2[CH:6]=[CH:7][CH:8]=[CH:9][C:4]=2[CH:3]=[C:2]1[CH2:10][OH:11].Cl[C:13]([O:15][C:16]1[CH:21]=[CH:20][C:19]([N+:22]([O-:24])=[O:23])=[CH:18][CH:17]=1)=[O:14].